From a dataset of Full USPTO retrosynthesis dataset with 1.9M reactions from patents (1976-2016). Predict the reactants needed to synthesize the given product. (1) Given the product [ClH:32].[ClH:55].[CH3:33][C@H:34]1[CH2:35][NH:36][CH2:37][CH2:38][N:39]1[C:40]([C:42]1[CH:47]=[CH:46][CH:45]=[CH:44][N:43]=1)=[O:41], predict the reactants needed to synthesize it. The reactants are: C[C@@H]1NCCN(C(OC(C)(C)C)=O)C1.CCN(C(C)C)C(C)C.N1C=CC=CC=1C([Cl:32])=O.[CH3:33][C@@H:34]1[N:39]([C:40]([C:42]2[CH:47]=[CH:46][CH:45]=[CH:44][N:43]=2)=[O:41])[CH2:38][CH2:37][N:36](C(OC(C)(C)C)=O)[CH2:35]1.[ClH:55]. (2) Given the product [CH3:24][N:25]([CH2:26][CH2:27][CH3:28])[C:19](=[O:21])[CH2:18][C:15]1[CH:16]=[CH:17][C:12]([N:5]2[C:6]3[CH2:7][CH2:8][CH2:9][CH2:10][C:11]=3[C:3]([C:2]([F:1])([F:23])[F:22])=[N:4]2)=[CH:13][CH:14]=1, predict the reactants needed to synthesize it. The reactants are: [F:1][C:2]([F:23])([F:22])[C:3]1[C:11]2[CH2:10][CH2:9][CH2:8][CH2:7][C:6]=2[N:5]([C:12]2[CH:17]=[CH:16][C:15]([CH2:18][C:19]([OH:21])=O)=[CH:14][CH:13]=2)[N:4]=1.[CH3:24][NH:25][CH2:26][CH2:27][CH3:28]. (3) Given the product [C:21]([O:25][C:26](=[O:37])[NH:27][C@H:28]([C:34](=[O:36])[NH2:35])[CH2:29][CH2:30][CH2:31][CH2:32][NH:33][C:9](=[O:20])[C:10]1[CH:15]=[CH:14][CH:13]=[CH:12][C:11]=1[O:16][CH2:17][C:18]#[CH:19])([CH3:24])([CH3:22])[CH3:23], predict the reactants needed to synthesize it. The reactants are: O=C1CCC(=O)N1O[C:9](=[O:20])[C:10]1[CH:15]=[CH:14][CH:13]=[CH:12][C:11]=1[O:16][CH2:17][C:18]#[CH:19].[C:21]([O:25][C:26](=[O:37])[NH:27][C@H:28]([C:34](=[O:36])[NH2:35])[CH2:29][CH2:30][CH2:31][CH2:32][NH2:33])([CH3:24])([CH3:23])[CH3:22].C(N(C(C)C)C(C)C)C. (4) Given the product [ClH:20].[F:1][C:2]1[CH:7]=[CH:6][C:5]([C:8]2([OH:19])[CH2:13][C:12]([CH3:14])([CH3:15])[N:11]([OH:16])[C:10]([CH3:18])([CH3:17])[CH2:9]2)=[CH:4][CH:3]=1, predict the reactants needed to synthesize it. The reactants are: [F:1][C:2]1[CH:7]=[CH:6][C:5]([C:8]2([OH:19])[CH2:13][C:12]([CH3:15])([CH3:14])[N:11]([OH:16])[C:10]([CH3:18])([CH3:17])[CH2:9]2)=[CH:4][CH:3]=1.[ClH:20]. (5) Given the product [CH2:1]([N:4]([CH2:12][C:13](=[N:21][OH:22])[C:14]1[S:15][CH:16]=[CH:17][CH:18]=1)[C:5](=[O:11])[O:6][C:7]([CH3:10])([CH3:9])[CH3:8])[CH:2]=[CH2:3], predict the reactants needed to synthesize it. The reactants are: [CH2:1]([N:4]([CH2:12][C:13](=O)[C:14]1[S:15][CH:16]=[CH:17][CH:18]=1)[C:5](=[O:11])[O:6][C:7]([CH3:10])([CH3:9])[CH3:8])[CH:2]=[CH2:3].Cl.[NH2:21][OH:22].C([O-])(=O)C.[Na+]. (6) Given the product [Cl:17][C:11]1[C:12]([N:14]([CH3:16])[CH3:15])=[CH:13][C:8]2[N:7]=[C:27]([C:28]3[CH:33]=[CH:32][CH:31]=[C:30]([C:34]4[O:35][CH:36]=[C:37]([CH2:39][OH:40])[N:38]=4)[CH:29]=3)[CH2:26][C:25](=[O:48])[NH:18][C:9]=2[CH:10]=1, predict the reactants needed to synthesize it. The reactants are: C(OC(=O)[NH:7][C:8]1[CH:13]=[C:12]([N:14]([CH3:16])[CH3:15])[C:11]([Cl:17])=[CH:10][C:9]=1[NH2:18])(C)(C)C.C(O[C:25](=[O:48])[CH2:26][C:27](=O)[C:28]1[CH:33]=[CH:32][CH:31]=[C:30]([C:34]2[O:35][CH:36]=[C:37]([CH2:39][O:40]C3CCCCO3)[N:38]=2)[CH:29]=1)(C)(C)C.C(O)(C(F)(F)F)=O.